This data is from Reaction yield outcomes from USPTO patents with 853,638 reactions. The task is: Predict the reaction yield, written as a fraction of the theoretical maximum amount of product (1.0 means a 100% yield; for example, 0.34 means a 34% yield). (1) The reactants are Br[C:2]1[CH:7]=[C:6]([CH3:8])[CH:5]=[C:4]([CH3:9])[N:3]=1.[CH:10]([C:12]1[C:20]2[C:15](=[CH:16][C:17]([N+:21]([O-:23])=[O:22])=[CH:18][CH:19]=2)[N:14]([CH:24]2[CH2:29][CH2:28][CH2:27][CH2:26][O:25]2)[N:13]=1)=[CH2:11].C1(C)C=CC=CC=1P(C1C=CC=CC=1C)C1C=CC=CC=1C.C(N(C(C)C)CC)(C)C. The catalyst is CN(C=O)C.C([O-])(=O)C.[Pd+2].C([O-])(=O)C. The product is [CH3:8][C:6]1[CH:5]=[C:4]([CH3:9])[N:3]=[C:2]([CH:11]=[CH:10][C:12]2[C:20]3[C:15](=[CH:16][C:17]([N+:21]([O-:23])=[O:22])=[CH:18][CH:19]=3)[N:14]([CH:24]3[CH2:29][CH2:28][CH2:27][CH2:26][O:25]3)[N:13]=2)[CH:7]=1. The yield is 0.680. (2) The reactants are [Cl:1][C:2]1[CH:9]=[CH:8][CH:7]=[C:6]([F:10])[C:3]=1[CH:4]=O.[C:11]1([C:17](=[O:19])[CH3:18])[CH:16]=C[CH:14]=[CH:13][CH:12]=1.[NH:20]1CCCCC1. No catalyst specified. The product is [Cl:1][C:2]1[CH:9]=[CH:8][CH:7]=[C:6]([F:10])[C:3]=1/[CH:4]=[CH:18]/[C:17]([C:11]1[CH:16]=[N:20][CH:14]=[CH:13][CH:12]=1)=[O:19]. The yield is 0.280. (3) The reactants are [C:1]([O:5][C:6]([N:8]1[CH2:12][CH:11]([C:13]2[CH:18]=[CH:17][C:16]([F:19])=[CH:15][CH:14]=2)[CH:10]([C:20](O)=[O:21])[CH2:9]1)=[O:7])([CH3:4])([CH3:3])[CH3:2]. The catalyst is C1COCC1. The product is [C:1]([O:5][C:6]([N:8]1[CH2:9][CH:10]([CH2:20][OH:21])[CH:11]([C:13]2[CH:18]=[CH:17][C:16]([F:19])=[CH:15][CH:14]=2)[CH2:12]1)=[O:7])([CH3:4])([CH3:2])[CH3:3]. The yield is 0.850.